From a dataset of Aqueous solubility values for 9,982 compounds from the AqSolDB database. Regression/Classification. Given a drug SMILES string, predict its absorption, distribution, metabolism, or excretion properties. Task type varies by dataset: regression for continuous measurements (e.g., permeability, clearance, half-life) or binary classification for categorical outcomes (e.g., BBB penetration, CYP inhibition). For this dataset (solubility_aqsoldb), we predict Y. (1) The molecule is Oc1c(O)c(Cl)c(Cl)c(Cl)c1Cl. The Y is -3.55 log mol/L. (2) The Y is -5.89 log mol/L. The drug is [F-].[F-].[F-].[Nd+3].